From a dataset of Forward reaction prediction with 1.9M reactions from USPTO patents (1976-2016). Predict the product of the given reaction. (1) The product is: [Cl:73][C:71]1[CH:72]=[C:67]([C:57]2[C:56]([CH3:74])=[C:55]([NH:47][C:46]3[C:41]([N:38]4[CH2:39][CH2:40][O:35][CH2:36][CH2:37]4)=[N:42][CH:43]=[C:44]([N:48]4[CH2:49][CH2:50][O:51][CH2:52][CH2:53]4)[CH:45]=3)[C:64]3[C:59](=[CH:60][C:61]([F:66])=[CH:62][C:63]=3[F:65])[N:58]=2)[CH:68]=[N:69][CH:70]=1. Given the reactants C1(P(C2CCCCC2)C2C=CC=CC=2C2C(C(C)C)=CC(C(C)C)=CC=2C(C)C)CCCCC1.[O:35]1[CH2:40][CH2:39][N:38]([C:41]2[C:46]([NH2:47])=[CH:45][C:44]([N:48]3[CH2:53][CH2:52][O:51][CH2:50][CH2:49]3)=[CH:43][N:42]=2)[CH2:37][CH2:36]1.Cl[C:55]1[C:64]2[C:59](=[CH:60][C:61]([F:66])=[CH:62][C:63]=2[F:65])[N:58]=[C:57]([C:67]2[CH:68]=[N:69][CH:70]=[C:71]([Cl:73])[CH:72]=2)[C:56]=1[CH3:74].CC(C)([O-])C.[Na+], predict the reaction product. (2) The product is: [F:1][C:2]1[C:7]([F:8])=[CH:6][CH:5]=[CH:4][C:3]=1[O:9][CH2:31][C@H:32]1[CH2:37][CH2:36][C@H:35]([C@H:38]2[CH2:43][CH2:42][C@H:41]([CH:44]=[CH2:45])[CH2:40][CH2:39]2)[CH2:34][CH2:33]1. Given the reactants [F:1][C:2]1[C:7]([F:8])=[CH:6][CH:5]=[CH:4][C:3]=1[OH:9].P([O-])([O-])([O-])=O.[K+].[K+].[K+].O.C1(C)C=CC=CC=1.CS(O[CH2:31][C@H:32]1[CH2:37][CH2:36][C@H:35]([C@H:38]2[CH2:43][CH2:42][C@H:41]([CH:44]=[CH2:45])[CH2:40][CH2:39]2)[CH2:34][CH2:33]1)(=O)=O, predict the reaction product.